From a dataset of Full USPTO retrosynthesis dataset with 1.9M reactions from patents (1976-2016). Predict the reactants needed to synthesize the given product. (1) Given the product [CH2:14]([C:11]1[CH:10]=[C:9]([C:7]2[NH:8][C:4]3[CH:3]=[C:2]([C:23]4[CH:24]=[CH:25][CH:26]=[CH:27][C:22]=4[C:21]([F:32])([F:31])[F:20])[CH:19]=[CH:18][C:5]=3[N:6]=2)[O:13][N:12]=1)[CH:15]([CH3:17])[CH3:16], predict the reactants needed to synthesize it. The reactants are: Br[C:2]1[CH:19]=[CH:18][C:5]2[NH:6][C:7]([C:9]3[O:13][N:12]=[C:11]([CH2:14][CH:15]([CH3:17])[CH3:16])[CH:10]=3)=[N:8][C:4]=2[CH:3]=1.[F:20][C:21]([F:32])([F:31])[C:22]1[CH:27]=[CH:26][CH:25]=[CH:24][C:23]=1B(O)O. (2) Given the product [C:23]([O:22][C:20]([N:10]1[CH:9]([CH:15]([OH:19])[CH:16]([OH:18])[CH3:17])[CH2:8][NH:7][C:6]2[NH:5][C:4]([NH2:3])=[N:13][C:12](=[O:14])[C:11]1=2)=[O:21])([CH3:26])([CH3:25])[CH3:24], predict the reactants needed to synthesize it. The reactants are: Cl.Cl.[NH2:3][C:4]1[NH:5][C:6]2[NH:7][CH2:8][CH:9]([CH:15]([OH:19])[CH:16]([OH:18])[CH3:17])[NH:10][C:11]=2[C:12](=[O:14])[N:13]=1.[C:20](O[C:20]([O:22][C:23]([CH3:26])([CH3:25])[CH3:24])=[O:21])([O:22][C:23]([CH3:26])([CH3:25])[CH3:24])=[O:21]. (3) Given the product [Br:21][C:18]1[N:19]([CH3:20])[C:15]([S:14][CH2:13][C:11]2[O:10][N:9]=[C:8]([C:4]3[CH:5]=[CH:6][CH:7]=[C:2]([Cl:1])[CH:3]=3)[N:12]=2)=[N:16][N:17]=1, predict the reactants needed to synthesize it. The reactants are: [Cl:1][C:2]1[CH:3]=[C:4]([C:8]2[N:12]=[C:11]([CH2:13][S:14][C:15]3[N:19]([CH3:20])[CH:18]=[N:17][N:16]=3)[O:10][N:9]=2)[CH:5]=[CH:6][CH:7]=1.[Br:21]Br. (4) Given the product [NH2:26][C:27]1[S:28][CH:29]=[C:30]([C:32]([NH:57][CH:54]2[CH2:55][CH2:56][N:51]([CH2:44][C:45]3[CH:50]=[CH:49][CH:48]=[CH:47][CH:46]=3)[CH2:52][CH2:53]2)=[O:34])[N:31]=1, predict the reactants needed to synthesize it. The reactants are: CN(C(ON1N=NC2C=CC=NC1=2)=[N+](C)C)C.F[P-](F)(F)(F)(F)F.Br.[NH2:26][C:27]1[S:28][CH:29]=[C:30]([C:32]([OH:34])=O)[N:31]=1.C(N(C(C)C)CC)(C)C.[CH2:44]([N:51]1[CH2:56][CH2:55][CH:54]([NH2:57])[CH2:53][CH2:52]1)[C:45]1[CH:50]=[CH:49][CH:48]=[CH:47][CH:46]=1. (5) Given the product [CH3:12][O:5][C:4](=[O:6])[C:3]1[CH:7]=[CH:8][C:9]([Cl:11])=[N:10][C:2]=1[NH2:1], predict the reactants needed to synthesize it. The reactants are: [NH2:1][C:2]1[N:10]=[C:9]([Cl:11])[CH:8]=[CH:7][C:3]=1[C:4]([OH:6])=[O:5].[C:12](=O)([O-])[O-].[K+].[K+].IC.